Dataset: Peptide-MHC class I binding affinity with 185,985 pairs from IEDB/IMGT. Task: Regression. Given a peptide amino acid sequence and an MHC pseudo amino acid sequence, predict their binding affinity value. This is MHC class I binding data. (1) The peptide sequence is TATPAWDAL. The binding affinity (normalized) is 0.0847. The MHC is HLA-A29:02 with pseudo-sequence HLA-A29:02. (2) The peptide sequence is KLADYLLLQ. The MHC is HLA-B57:01 with pseudo-sequence HLA-B57:01. The binding affinity (normalized) is 0.0847. (3) The peptide sequence is SGIFSVEGK. The MHC is HLA-A11:01 with pseudo-sequence HLA-A11:01. The binding affinity (normalized) is 0.329. (4) The peptide sequence is SEGDDDGSR. The MHC is HLA-B15:01 with pseudo-sequence HLA-B15:01. The binding affinity (normalized) is 0.0847. (5) The peptide sequence is RYPLTFGW. The MHC is HLA-C06:02 with pseudo-sequence HLA-C06:02. The binding affinity (normalized) is 0. (6) The peptide sequence is EVRIPVDLVK. The MHC is HLA-A03:01 with pseudo-sequence HLA-A03:01. The binding affinity (normalized) is 0. (7) The peptide sequence is IMNEGWASF. The MHC is HLA-A02:03 with pseudo-sequence HLA-A02:03. The binding affinity (normalized) is 0.625.